This data is from Full USPTO retrosynthesis dataset with 1.9M reactions from patents (1976-2016). The task is: Predict the reactants needed to synthesize the given product. (1) Given the product [Cl:34][C:35]1[CH:42]=[CH:41][CH:40]=[CH:39][C:36]=1[CH2:37][NH:38][C:28]([C:11]1[C:10]([OH:32])=[C:9]([C:7]([NH:6][CH2:5][C:4]([OH:3])=[O:33])=[O:8])[C:14](=[O:15])[N:13]([CH2:16][C:17]2[CH:22]=[CH:21][CH:20]=[CH:19][C:18]=2[C:23]([F:24])([F:26])[F:25])[C:12]=1[OH:27])=[O:30], predict the reactants needed to synthesize it. The reactants are: C([O:3][C:4](=[O:33])[CH2:5][NH:6][C:7]([C:9]1[C:14](=[O:15])[N:13]([CH2:16][C:17]2[CH:22]=[CH:21][CH:20]=[CH:19][C:18]=2[C:23]([F:26])([F:25])[F:24])[C:12]([OH:27])=[C:11]([C:28]([O:30]C)=O)[C:10]=1[OH:32])=[O:8])C.[Cl:34][C:35]1[CH:42]=[CH:41][CH:40]=[CH:39][C:36]=1[CH2:37][NH2:38]. (2) Given the product [CH2:25]([O:24][C:23]([N:12]1[CH2:11][CH2:10][CH2:9][CH2:14][CH2:13]1)=[O:22])[C:26]1[CH:31]=[CH:30][CH:29]=[CH:28][CH:27]=1, predict the reactants needed to synthesize it. The reactants are: N1C=CC(NC[CH:9]2[CH2:14][CH2:13][NH:12][CH2:11][CH2:10]2)=CN=1.O=C1CCC(=O)N1[O:22][C:23](=O)[O:24][CH2:25][C:26]1[CH:31]=[CH:30][CH:29]=[CH:28][CH:27]=1. (3) Given the product [S:8]([C:5]1[CH:6]=[CH:7][C:2]([NH:1][C:18](=[O:21])[CH:19]=[CH2:20])=[CH:3][CH:4]=1)(=[O:9])(=[O:10])[NH2:11], predict the reactants needed to synthesize it. The reactants are: [NH2:1][C:2]1[CH:7]=[CH:6][C:5]([S:8]([NH2:11])(=[O:10])=[O:9])=[CH:4][CH:3]=1.N1C=CC=CC=1.[C:18](Cl)(=[O:21])[CH:19]=[CH2:20].Cl. (4) Given the product [CH3:45][O:44][C:41]1[CH:42]=[C:43]2[C:38](=[CH:39][CH:40]=1)[NH:37][CH:36]=[C:35]2[CH2:34][CH2:33][CH2:32][N:17]1[CH2:16][CH2:15][N:14]([C:11]2[CH:10]=[CH:9][C:8]([N:5]3[CH:6]=[CH:7][C:2]([CH3:1])=[CH:3][C:4]3=[O:20])=[CH:13][CH:12]=2)[CH2:19][CH2:18]1, predict the reactants needed to synthesize it. The reactants are: [CH3:1][C:2]1[CH:7]=[CH:6][N:5]([C:8]2[CH:13]=[CH:12][C:11]([N:14]3[CH2:19][CH2:18][NH:17][CH2:16][CH2:15]3)=[CH:10][CH:9]=2)[C:4](=[O:20])[CH:3]=1.CC1C=CC(S(O[CH2:32][CH2:33][CH2:34][C:35]2[C:43]3[C:38](=[CH:39][CH:40]=[C:41]([O:44][CH3:45])[CH:42]=3)[NH:37][CH:36]=2)(=O)=O)=CC=1.C(=O)([O-])[O-].[K+].[K+].[I-].[K+]. (5) Given the product [F:9][C:10]1[CH:19]=[CH:18][C:13]([C:14](=[O:16])[CH2:22][C:21]#[N:23])=[C:12]([CH3:20])[CH:11]=1, predict the reactants needed to synthesize it. The reactants are: CCCCCC.[H-].[Na+].[F:9][C:10]1[CH:19]=[CH:18][C:13]([C:14]([O:16]C)=O)=[C:12]([CH3:20])[CH:11]=1.[C:21](#[N:23])[CH3:22].